This data is from CYP3A4 inhibition data for predicting drug metabolism from PubChem BioAssay. The task is: Regression/Classification. Given a drug SMILES string, predict its absorption, distribution, metabolism, or excretion properties. Task type varies by dataset: regression for continuous measurements (e.g., permeability, clearance, half-life) or binary classification for categorical outcomes (e.g., BBB penetration, CYP inhibition). Dataset: cyp3a4_veith. (1) The molecule is CC1=NN(c2ccccc2)C(=O)/C1=C\c1c(C)[nH]n(-c2ccccc2)c1=O. The result is 0 (non-inhibitor). (2) The compound is O=C(O)CN=C1NC2(CCCC2)Cc2ccccc21. The result is 0 (non-inhibitor).